From a dataset of Full USPTO retrosynthesis dataset with 1.9M reactions from patents (1976-2016). Predict the reactants needed to synthesize the given product. (1) Given the product [CH3:1][O:2][C:3]1[CH:8]=[C:7]([C:9]([F:12])([F:11])[F:10])[CH:6]=[CH:5][C:4]=1[C:17]1[C:26]2[C:21](=[CH:22][C:23]([S:27]([NH:30][C:31]3[S:32][CH:33]=[CH:34][N:35]=3)(=[O:29])=[O:28])=[CH:24][CH:25]=2)[C:20](=[O:45])[NH:19][CH:18]=1, predict the reactants needed to synthesize it. The reactants are: [CH3:1][O:2][C:3]1[CH:8]=[C:7]([C:9]([F:12])([F:11])[F:10])[CH:6]=[CH:5][C:4]=1B(O)O.Cl[C:17]1[C:26]2[C:21](=[CH:22][C:23]([S:27]([N:30](CC3C=CC(OC)=CC=3)[C:31]3[S:32][CH:33]=[CH:34][N:35]=3)(=[O:29])=[O:28])=[CH:24][CH:25]=2)[C:20](=[O:45])[N:19](CC2C=CC(OC)=CC=2)[CH:18]=1.[O-]P([O-])([O-])=O.[K+].[K+].[K+].CC(N)CC1C=CC=CC=1.OP(O)(O)=O. (2) Given the product [C:32]([O:31][CH:24]([C:20]1[N:13]([CH2:12][O:11][CH2:9][CH3:10])[C:14](=[O:15])[NH:16][C:17](=[O:18])[C:19]=1[CH:21]([CH3:22])[CH3:23])[C:25]1[CH:30]=[CH:29][CH:28]=[CH:27][CH:26]=1)(=[O:34])[CH3:33], predict the reactants needed to synthesize it. The reactants are: C([N-]C(C)C)(C)C.[Li+].[CH2:9]([O:11][CH2:12][N:13]1[CH:20]=[C:19]([CH:21]([CH3:23])[CH3:22])[C:17](=[O:18])[NH:16][C:14]1=[O:15])[CH3:10].[CH:24](=[O:31])[C:25]1[CH:30]=[CH:29][CH:28]=[CH:27][CH:26]=1.[C:32](O)(=[O:34])[CH3:33]. (3) Given the product [F:1][C:2]1[CH:7]=[CH:6][CH:5]=[CH:4][C:3]=1[C:8]1[N:9]([S:37]([C:34]2[CH:35]=[CH:36][S:32][CH:33]=2)(=[O:39])=[O:38])[CH:10]=[C:11]([CH:13]=[O:14])[N:12]=1, predict the reactants needed to synthesize it. The reactants are: [F:1][C:2]1[CH:7]=[CH:6][CH:5]=[CH:4][C:3]=1[C:8]1[NH:9][CH:10]=[C:11]([CH:13]=[O:14])[N:12]=1.[H-].[Na+].C1OCCOCCOCCOCCOC1.[S:32]1[CH:36]=[CH:35][C:34]([S:37](Cl)(=[O:39])=[O:38])=[CH:33]1. (4) Given the product [CH3:6][C@H:7]([C@H:8]1[C@H:9]([CH2:11][C@H:12]2[CH2:13][O:14][C@@H:15]([CH2:20]/[C:21](/[CH3:37])=[CH:22]/[C:23]([O:25][CH2:26][CH2:27][CH2:28][CH2:29][CH2:30][CH2:31][CH2:32][CH2:33][C:34]([O-:36])=[O:35])=[O:24])[C@H:16]([OH:19])[C@@H:17]2[OH:18])[O:10]1)[C@H:38]([CH3:39])[OH:40].[CH3:6][C@H:7]([C@H:8]1[C@H:9]([CH2:11][C@H:12]2[CH2:13][O:14][C@@H:15]([CH2:20]/[C:21](/[CH3:37])=[CH:22]/[C:23]([O:25][CH2:26][CH2:27][CH2:28][CH2:29][CH2:30][CH2:31][CH2:32][CH2:33][C:34]([O-:36])=[O:35])=[O:24])[C@H:16]([OH:19])[C@@H:17]2[OH:18])[O:10]1)[C@H:38]([CH3:39])[OH:40].[OH2:2].[OH2:2].[Ca+2:5], predict the reactants needed to synthesize it. The reactants are: C(=O)([O-])[O-:2].[Ca+2:5].[CH3:6][C@@H:7]([C@@H:38]([OH:40])[CH3:39])[C@@H:8]1[O:10][C@H:9]1[CH2:11][C@@H:12]1[C@@H:17]([OH:18])[C@@H:16]([OH:19])[C@H:15]([CH2:20]/[C:21](/[CH3:37])=[CH:22]/[C:23]([O:25][CH2:26][CH2:27][CH2:28][CH2:29][CH2:30][CH2:31][CH2:32][CH2:33][C:34]([OH:36])=[O:35])=[O:24])[O:14][CH2:13]1. (5) Given the product [Cl:1][C:2]1[CH:3]=[C:4]2[C:8](=[CH:9][CH:10]=1)[N:7]([CH2:11][CH2:12][CH2:13][C:14]([O:16][CH3:34])=[O:15])[C:6]([CH2:17][N:18]1[C:22]3=[CH:23][N:24]=[CH:25][CH:26]=[C:21]3[C:20]3([CH2:27][CH2:28]3)[C:19]1=[O:29])=[CH:5]2, predict the reactants needed to synthesize it. The reactants are: [Cl:1][C:2]1[CH:3]=[C:4]2[C:8](=[CH:9][CH:10]=1)[N:7]([CH2:11][CH2:12][CH2:13][C:14]([OH:16])=[O:15])[C:6]([CH2:17][N:18]1[C:22]3=[CH:23][N:24]=[CH:25][CH:26]=[C:21]3[C:20]3([CH2:28][CH2:27]3)[C:19]1=[O:29])=[CH:5]2.S(Cl)(Cl)=O.[CH3:34]O. (6) Given the product [N+:13]([C:10]1[CH:9]=[CH:8][C:7]2[O:1][CH2:2][CH2:3][NH:4][C:5](=[O:12])[C:6]=2[CH:11]=1)([O-:15])=[O:14], predict the reactants needed to synthesize it. The reactants are: [O:1]1[C:7]2[CH:8]=[CH:9][CH:10]=[CH:11][C:6]=2[C:5](=[O:12])[NH:4][CH2:3][CH2:2]1.[N:13]([O-:15])=[O:14].[K+]. (7) Given the product [CH3:38][C@H:36]1[O:37][C@H:32]([CH3:31])[CH2:33][N:34]([CH2:2][CH2:3][CH2:4][O:5][C:6]2[CH:15]=[C:14]3[C:9]([C:10]([NH:19][C:20]4[CH:25]=[CH:24][CH:23]=[C:22]([CH2:26][OH:27])[C:21]=4[CH3:28])=[C:11]([C:16]([NH2:18])=[O:17])[CH:12]=[N:13]3)=[CH:8][C:7]=2[O:29][CH3:30])[CH2:35]1, predict the reactants needed to synthesize it. The reactants are: Cl[CH2:2][CH2:3][CH2:4][O:5][C:6]1[CH:15]=[C:14]2[C:9]([C:10]([NH:19][C:20]3[CH:25]=[CH:24][CH:23]=[C:22]([CH2:26][OH:27])[C:21]=3[CH3:28])=[C:11]([C:16]([NH2:18])=[O:17])[CH:12]=[N:13]2)=[CH:8][C:7]=1[O:29][CH3:30].[CH3:31][CH:32]1[O:37][CH:36]([CH3:38])[CH2:35][NH:34][CH2:33]1.